This data is from Full USPTO retrosynthesis dataset with 1.9M reactions from patents (1976-2016). The task is: Predict the reactants needed to synthesize the given product. (1) Given the product [Cl:1][CH2:24][CH:22]([OH:23])[CH2:21][O:20][C:5]1[CH:4]=[C:3]([OH:2])[C:16]2[C:15](=[O:17])[C:14]3[C:9]([O:8][C:7]=2[CH:6]=1)=[C:10]([O:18][CH3:19])[CH:11]=[CH:12][CH:13]=3, predict the reactants needed to synthesize it. The reactants are: [ClH:1].[OH:2][C:3]1[C:16]2[C:15](=[O:17])[C:14]3[C:9](=[C:10]([O:18][CH3:19])[CH:11]=[CH:12][CH:13]=3)[O:8][C:7]=2[CH:6]=[C:5]([O:20][CH2:21][CH:22]2[CH2:24][O:23]2)[CH:4]=1. (2) Given the product [CH3:16][N:15]([CH3:17])[CH2:14][CH2:13][N:6]1[CH:5]=[CH:4][C:3]2[C:8](=[CH:9][CH:10]=[CH:11][C:2]=2[NH:1][C:51](=[O:52])[CH2:50][CH2:49][C:46]2[CH:47]=[CH:48][C:43]([CH3:42])=[CH:44][CH:45]=2)[C:7]1=[O:12], predict the reactants needed to synthesize it. The reactants are: [NH2:1][C:2]1[CH:11]=[CH:10][CH:9]=[C:8]2[C:3]=1[CH:4]=[CH:5][N:6]([CH2:13][CH2:14][N:15]([CH3:17])[CH3:16])[C:7]2=[O:12].CN(C(ON1N=NC2C=CC=NC1=2)=[N+](C)C)C.F[P-](F)(F)(F)(F)F.[CH3:42][C:43]1[CH:48]=[CH:47][C:46]([CH2:49][CH2:50][C:51](O)=[O:52])=[CH:45][CH:44]=1.CCN(C(C)C)C(C)C. (3) Given the product [CH2:16]1[C@@H:2]([C:3]2[CH:8]=[CH:7][CH:6]=[N:5][CH:4]=2)[NH:1][CH2:11][CH:10]=[CH:9]1, predict the reactants needed to synthesize it. The reactants are: [NH2:1][CH2:2][C:3]1[CH:4]=[N:5][CH:6]=[CH:7][CH:8]=1.[C:9](=N)([C:16]1C=CC=CC=1)[C:10]1C=CC=C[CH:11]=1.